This data is from Forward reaction prediction with 1.9M reactions from USPTO patents (1976-2016). The task is: Predict the product of the given reaction. (1) Given the reactants Cl.[NH2:2][CH2:3][C:4]([C:6]1[CH:11]=[CH:10][C:9]([O:12][CH2:13][C:14]2[CH:19]=[CH:18][CH:17]=[CH:16][CH:15]=2)=[CH:8][CH:7]=1)=[O:5].C([O-])(O)=O.[Na+].[CH3:25][C:26]([O:29][C:30](O[C:30]([O:29][C:26]([CH3:28])([CH3:27])[CH3:25])=[O:31])=[O:31])([CH3:28])[CH3:27], predict the reaction product. The product is: [C:26]([O:29][C:30](=[O:31])[NH:2][CH2:3][C:4]([C:6]1[CH:11]=[CH:10][C:9]([O:12][CH2:13][C:14]2[CH:19]=[CH:18][CH:17]=[CH:16][CH:15]=2)=[CH:8][CH:7]=1)=[O:5])([CH3:28])([CH3:27])[CH3:25]. (2) The product is: [NH:20]1[C:28]2=[N:27][CH:26]=[CH:25][CH:24]=[C:23]2[C:22](/[CH:29]=[C:7]2\[O:8][C:4]3[C:3]([CH2:12][N:13]4[CH2:14][CH2:15][N:16]([CH3:19])[CH2:17][CH2:18]4)=[C:2]([OH:1])[CH:11]=[CH:10][C:5]=3[C:6]\2=[O:9])=[CH:21]1. Given the reactants [OH:1][C:2]1[CH:11]=[CH:10][C:5]2[C:6](=[O:9])[CH2:7][O:8][C:4]=2[C:3]=1[CH2:12][N:13]1[CH2:18][CH2:17][N:16]([CH3:19])[CH2:15][CH2:14]1.[NH:20]1[C:28]2[C:23](=[CH:24][CH:25]=[CH:26][N:27]=2)[C:22]([CH:29]=O)=[CH:21]1.N1CCCCC1, predict the reaction product. (3) Given the reactants [N:1]1([CH2:7][C:8]2[S:27][C:11]3[N:12]([C:21]4[CH:26]=[CH:25][CH:24]=[CH:23][CH:22]=4)[N:13]=[C:14]([C:17]([O:19]C)=O)[C:15](=[O:16])[C:10]=3[CH:9]=2)[CH2:6][CH2:5][O:4][CH2:3][CH2:2]1.[Cl:28][C:29]1[CH:36]=[CH:35][C:32]([CH2:33][NH2:34])=[CH:31][CH:30]=1, predict the reaction product. The product is: [Cl:28][C:29]1[CH:36]=[CH:35][C:32]([CH2:33][NH:34][C:17]([C:14]2[C:15](=[O:16])[C:10]3[CH:9]=[C:8]([CH2:7][N:1]4[CH2:2][CH2:3][O:4][CH2:5][CH2:6]4)[S:27][C:11]=3[N:12]([C:21]3[CH:22]=[CH:23][CH:24]=[CH:25][CH:26]=3)[N:13]=2)=[O:19])=[CH:31][CH:30]=1. (4) Given the reactants [CH3:1][O:2][C:3]1[CH:18]=[CH:17][C:6]([CH2:7][O:8][C:9]2[CH:16]=[CH:15][C:12]([CH:13]=O)=[CH:11][CH:10]=2)=[CH:5][CH:4]=1.Cl.[NH2:20][OH:21].[OH-].[Na+].C(O)(=O)C, predict the reaction product. The product is: [CH3:1][O:2][C:3]1[CH:18]=[CH:17][C:6]([CH2:7][O:8][C:9]2[CH:16]=[CH:15][C:12]([CH:13]=[N:20][OH:21])=[CH:11][CH:10]=2)=[CH:5][CH:4]=1. (5) Given the reactants [CH3:1][C:2]([C:6]1[CH:11]=[CH:10][C:9]([N:12]2[C:24]3[C:23]4[CH:22]=[C:21]([C:25]5[CH:26]=[N:27][C:28]6[C:33]([CH:34]=5)=[CH:32][CH:31]=[CH:30][CH:29]=6)[CH:20]=[CH:19][C:18]=4[N:17]=[CH:16][C:15]=3[N:14]([CH3:35])[C:13]2=[O:36])=[CH:8][CH:7]=1)([CH3:5])[C:3]#[N:4].[C:37]1([CH3:47])[CH:42]=[CH:41][C:40]([S:43]([OH:46])(=[O:45])=[O:44])=[CH:39][CH:38]=1, predict the reaction product. The product is: [S:43]([C:40]1[CH:41]=[CH:42][C:37]([CH3:47])=[CH:38][CH:39]=1)([OH:46])(=[O:45])=[O:44].[CH3:5][C:2]([C:6]1[CH:7]=[CH:8][C:9]([N:12]2[C:24]3[C:23]4[CH:22]=[C:21]([C:25]5[CH:26]=[N:27][C:28]6[C:33]([CH:34]=5)=[CH:32][CH:31]=[CH:30][CH:29]=6)[CH:20]=[CH:19][C:18]=4[N:17]=[CH:16][C:15]=3[N:14]([CH3:35])[C:13]2=[O:36])=[CH:10][CH:11]=1)([CH3:1])[C:3]#[N:4]. (6) The product is: [SH:8][CH2:9][CH2:10][NH:11][C:12]([C:14]1[CH-:18][CH:17]=[CH:16][CH:15]=1)=[O:13].[CH-:19]1[CH:23]=[CH:22][CH:21]=[CH:20]1.[Fe+2:24]. Given the reactants N1C=CC=CC=1S[S:8][CH2:9][CH2:10][NH:11][C:12]([C:14]1[CH-:15][CH:16]=[CH:17][CH:18]=1)=[O:13].[CH-:19]1[CH:23]=[CH:22][CH:21]=[CH:20]1.[Fe+2:24].C(S)[C@@H](O)[C@H](O)CS.CCN(CC)CC, predict the reaction product. (7) Given the reactants [F:1][C:2]1[CH:28]=[C:27]([F:29])[CH:26]=[CH:25][C:3]=1[O:4][C:5]1[CH:10]=[CH:9][C:8]([CH2:11][S:12]([CH3:15])(=[O:14])=[O:13])=[CH:7][C:6]=1B1OC(C)(C)C(C)(C)O1.Br[C:31]1[CH:32]=[C:33]2[C:41](I)=[CH:40][N:39]([CH3:43])[C:34]2=[C:35]([O:37][CH3:38])[N:36]=1.P([O-])([O-])([O-])=O.[K+].[K+].[K+], predict the reaction product. The product is: [F:1][C:2]1[CH:28]=[C:27]([F:29])[CH:26]=[CH:25][C:3]=1[O:4][C:5]1[CH:6]=[CH:7][C:8]([CH2:11][S:12]([CH3:15])(=[O:14])=[O:13])=[CH:9][C:10]=1[C:41]1[C:33]2[C:34](=[C:35]([O:37][CH3:38])[N:36]=[C:31]([C:6]3[CH:7]=[C:8]([CH2:11][S:12]([CH3:15])(=[O:14])=[O:13])[CH:9]=[CH:10][C:5]=3[O:4][C:3]3[CH:25]=[CH:26][C:27]([F:29])=[CH:28][C:2]=3[F:1])[CH:32]=2)[N:39]([CH3:43])[CH:40]=1. (8) Given the reactants C([O:5][C:6](=[O:36])[C:7]([CH3:35])([S:9][C:10]1[S:11][CH:12]=[C:13]([CH2:15][CH2:16][NH:17][C:18]2[N:22]([C:23]3[CH:28]=[CH:27][C:26]([O:29][C:30]([F:33])([F:32])[F:31])=[CH:25][CH:24]=3)[N:21]=[C:20]([CH3:34])[CH:19]=2)[N:14]=1)[CH3:8])(C)(C)C.FC(F)(F)C(O)=O.[Cl:44]CCl, predict the reaction product. The product is: [ClH:44].[CH3:35][C:7]([S:9][C:10]1[S:11][CH:12]=[C:13]([CH2:15][CH2:16][NH:17][C:18]2[N:22]([C:23]3[CH:24]=[CH:25][C:26]([O:29][C:30]([F:31])([F:33])[F:32])=[CH:27][CH:28]=3)[N:21]=[C:20]([CH3:34])[CH:19]=2)[N:14]=1)([CH3:8])[C:6]([OH:36])=[O:5].